This data is from NCI-60 drug combinations with 297,098 pairs across 59 cell lines. The task is: Regression. Given two drug SMILES strings and cell line genomic features, predict the synergy score measuring deviation from expected non-interaction effect. (1) Drug 1: CN1CCC(CC1)COC2=C(C=C3C(=C2)N=CN=C3NC4=C(C=C(C=C4)Br)F)OC. Drug 2: CCC1(C2=C(COC1=O)C(=O)N3CC4=CC5=C(C=CC(=C5CN(C)C)O)N=C4C3=C2)O.Cl. Cell line: A549. Synergy scores: CSS=30.9, Synergy_ZIP=-3.23, Synergy_Bliss=3.59, Synergy_Loewe=2.88, Synergy_HSA=4.82. (2) Drug 1: C1=CC(=CC=C1CCCC(=O)O)N(CCCl)CCCl. Drug 2: CN(CC1=CN=C2C(=N1)C(=NC(=N2)N)N)C3=CC=C(C=C3)C(=O)NC(CCC(=O)O)C(=O)O. Cell line: KM12. Synergy scores: CSS=7.99, Synergy_ZIP=-6.33, Synergy_Bliss=-13.3, Synergy_Loewe=0.553, Synergy_HSA=-7.65.